Dataset: Full USPTO retrosynthesis dataset with 1.9M reactions from patents (1976-2016). Task: Predict the reactants needed to synthesize the given product. (1) Given the product [CH3:1][N:2]1[C:11]2[NH:10][C:9]3[CH:12]=[CH:13][CH:14]=[CH:15][C:8]=3[NH:7][CH2:6][C:5]=2[CH:4]=[N:3]1, predict the reactants needed to synthesize it. The reactants are: [CH3:1][N:2]1[C:11]2[NH:10][C:9]3[CH:12]=[CH:13][CH:14]=[CH:15][C:8]=3[NH:7][C:6](=O)[C:5]=2[CH:4]=[N:3]1.[H-].[Al+3].[Li+].[H-].[H-].[H-].N. (2) Given the product [C:1]([OH:3])(=[O:2])[C:4]1[CH:11]=[CH:10][C:9]([C:18]([OH:20])=[O:19])=[CH:6][CH:5]=1, predict the reactants needed to synthesize it. The reactants are: [C:1]([C:4]1[CH:5]=[C:6]([CH:9]=[CH:10][CH:11]=1)C=O)([OH:3])=[O:2].C1(C)C=CC=C([C:18]([OH:20])=[O:19])C=1.OCC1C=C(C=CC=1)C(O)=O.